The task is: Binary Classification. Given a T-cell receptor sequence (or CDR3 region) and an epitope sequence, predict whether binding occurs between them.. This data is from TCR-epitope binding with 47,182 pairs between 192 epitopes and 23,139 TCRs. (1) The epitope is RPRGEVRFL. The TCR CDR3 sequence is CASSFKDRIVIVDEQFF. Result: 0 (the TCR does not bind to the epitope). (2) The epitope is FLPRVFSAV. The TCR CDR3 sequence is CASGVAGSSTDTQYF. Result: 1 (the TCR binds to the epitope). (3) The TCR CDR3 sequence is CASSSLWVGELFF. The epitope is KAYNVTQAF. Result: 1 (the TCR binds to the epitope). (4) The TCR CDR3 sequence is CASSSLGTGGYGYTF. The epitope is LLWNGPMAV. Result: 1 (the TCR binds to the epitope).